Dataset: NCI-60 drug combinations with 297,098 pairs across 59 cell lines. Task: Regression. Given two drug SMILES strings and cell line genomic features, predict the synergy score measuring deviation from expected non-interaction effect. (1) Drug 1: C1CCN(CC1)CCOC2=CC=C(C=C2)C(=O)C3=C(SC4=C3C=CC(=C4)O)C5=CC=C(C=C5)O. Drug 2: C1=CC(=CC=C1CC(C(=O)O)N)N(CCCl)CCCl.Cl. Cell line: U251. Synergy scores: CSS=16.7, Synergy_ZIP=-7.27, Synergy_Bliss=-0.127, Synergy_Loewe=0.911, Synergy_HSA=0.903. (2) Drug 1: CC(CN1CC(=O)NC(=O)C1)N2CC(=O)NC(=O)C2. Drug 2: C1=NC2=C(N1)C(=S)N=CN2. Cell line: RXF 393. Synergy scores: CSS=15.5, Synergy_ZIP=-10.7, Synergy_Bliss=-15.0, Synergy_Loewe=-15.6, Synergy_HSA=-12.5. (3) Drug 1: COC1=C(C=C2C(=C1)N=CN=C2NC3=CC(=C(C=C3)F)Cl)OCCCN4CCOCC4. Drug 2: C1=CN(C=N1)CC(O)(P(=O)(O)O)P(=O)(O)O. Cell line: PC-3. Synergy scores: CSS=6.18, Synergy_ZIP=-6.72, Synergy_Bliss=-12.3, Synergy_Loewe=-10.9, Synergy_HSA=-9.03.